This data is from Full USPTO retrosynthesis dataset with 1.9M reactions from patents (1976-2016). The task is: Predict the reactants needed to synthesize the given product. Given the product [Br:1][C:2]1[CH:9]=[CH:8][C:5]([CH2:6][NH:7][S:20]([CH3:19])(=[O:22])=[O:21])=[C:4]([CH2:10][CH3:11])[CH:3]=1, predict the reactants needed to synthesize it. The reactants are: [Br:1][C:2]1[CH:9]=[CH:8][C:5]([CH2:6][NH2:7])=[C:4]([CH2:10][CH3:11])[CH:3]=1.C(N(CC)CC)C.[CH3:19][S:20](Cl)(=[O:22])=[O:21].